Dataset: Forward reaction prediction with 1.9M reactions from USPTO patents (1976-2016). Task: Predict the product of the given reaction. Given the reactants [CH3:1][N:2]([CH3:30])[CH2:3][CH2:4][N:5]1[C:11](=[O:12])[C@H:10]([OH:13])[C@H:9]([C:14]2[CH:19]=[CH:18][C:17]([O:20][CH3:21])=[CH:16][CH:15]=2)[S:8][C:7]2[C:22]([C:26]([O:28][CH3:29])=[O:27])=[CH:23][CH:24]=[CH:25][C:6]1=2.N1C=CC=CC=1.[C:37](Cl)(=[O:39])[CH3:38], predict the reaction product. The product is: [C:37]([O:13][C@@H:10]1[C@H:9]([C:14]2[CH:15]=[CH:16][C:17]([O:20][CH3:21])=[CH:18][CH:19]=2)[S:8][C:7]2[C:22]([C:26]([O:28][CH3:29])=[O:27])=[CH:23][CH:24]=[CH:25][C:6]=2[N:5]([CH2:4][CH2:3][N:2]([CH3:1])[CH3:30])[C:11]1=[O:12])(=[O:39])[CH3:38].